From a dataset of Full USPTO retrosynthesis dataset with 1.9M reactions from patents (1976-2016). Predict the reactants needed to synthesize the given product. The reactants are: [C:1]1([C:7]2([OH:17])[CH2:16][CH2:15][C:10]3(OCC[O:11]3)[CH2:9][CH2:8]2)[CH:6]=[CH:5][CH:4]=[CH:3][CH:2]=1.O.C1(C)C=CC(S(O)(=O)=O)=CC=1.CCOC(C)=O. Given the product [OH:17][C:7]1([C:1]2[CH:6]=[CH:5][CH:4]=[CH:3][CH:2]=2)[CH2:8][CH2:9][C:10](=[O:11])[CH2:15][CH2:16]1, predict the reactants needed to synthesize it.